Dataset: Full USPTO retrosynthesis dataset with 1.9M reactions from patents (1976-2016). Task: Predict the reactants needed to synthesize the given product. (1) Given the product [CH3:1][N:2]([CH2:22][C@@H:23]1[C:26]2[CH:27]=[C:28]([O:33][CH3:34])[C:29]([O:31][CH3:32])=[CH:30][C:25]=2[CH2:24]1)[CH2:3][CH2:4][CH2:5][N:6]1[C:16](=[O:17])[CH2:15][C:14]2[C:9](=[CH:10][C:11]([O:20][CH3:21])=[C:12]([O:18][CH3:19])[CH:13]=2)[CH2:8][CH2:7]1.[CH2:35]([S:37]([O-:40])(=[O:39])=[O:38])[CH3:36], predict the reactants needed to synthesize it. The reactants are: [CH3:1][N:2]([CH2:22][C@@H:23]1[C:26]2[CH:27]=[C:28]([O:33][CH3:34])[C:29]([O:31][CH3:32])=[CH:30][C:25]=2[CH2:24]1)[CH2:3][CH2:4][CH2:5][N:6]1[C:16](=[O:17])[CH2:15][C:14]2[C:9](=[CH:10][C:11]([O:20][CH3:21])=[C:12]([O:18][CH3:19])[CH:13]=2)[CH2:8][CH2:7]1.[CH2:35]([S:37]([OH:40])(=[O:39])=[O:38])[CH3:36]. (2) Given the product [C:25]([C:21]1[CH:22]=[C:23]([CH3:24])[C:18]([O:17][C:15]2[C:16]3[N:8]([CH2:1][C:2]4[CH:7]=[CH:6][CH:5]=[CH:4][CH:3]=4)[CH:9]=[CH:10][C:11]=3[N:12]=[C:13]([NH:30][C:31]3[CH:38]=[CH:37][C:34]([C:35]#[N:36])=[CH:33][CH:32]=3)[N:14]=2)=[C:19]([CH3:28])[CH:20]=1)(=[O:27])[CH3:26], predict the reactants needed to synthesize it. The reactants are: [CH2:1]([N:8]1[C:16]2[C:15]([O:17][C:18]3[C:23]([CH3:24])=[CH:22][C:21]([C:25](=[O:27])[CH3:26])=[CH:20][C:19]=3[CH3:28])=[N:14][C:13](Cl)=[N:12][C:11]=2[CH:10]=[CH:9]1)[C:2]1[CH:7]=[CH:6][CH:5]=[CH:4][CH:3]=1.[NH2:30][C:31]1[CH:38]=[CH:37][C:34]([C:35]#[N:36])=[CH:33][CH:32]=1.C(O)(C(F)(F)F)=O. (3) Given the product [ClH:45].[F:19][C:18]1[C:11]([C:9]2[S:8][C:7]3[C:2]([NH:54][C:38]4[CH:37]=[C:42]([CH3:41])[N:43]=[CH:40][N:39]=4)=[N:3][CH:4]=[C:5]([F:20])[C:6]=3[N:10]=2)=[C:12]([CH:15]=[CH:16][CH:17]=1)[C:13]#[N:14], predict the reactants needed to synthesize it. The reactants are: Br[C:2]1[C:7]2[S:8][C:9]([C:11]3[C:18]([F:19])=[CH:17][CH:16]=[CH:15][C:12]=3[C:13]#[N:14])=[N:10][C:6]=2[C:5]([F:20])=[CH:4][N:3]=1.C[Si](Br)(C)C.FC1C(C2S[C:37]3[C:38]([Cl:45])=[N:39][CH:40]=[C:41](F)[C:42]=3[N:43]=2)=C(C=CC=1)C#N.C(=O)(O)[O-].[Na+].C(#[N:54])CC. (4) Given the product [NH2:26][C:4]1[CH:3]=[C:2]([Cl:1])[CH:7]=[CH:6][C:5]=1[S:8]([NH:11][C:12]1[CH:13]=[CH:14][C:15]([C:22]([F:24])([F:25])[F:23])=[C:16]2[C:21]=1[N:20]=[CH:19][CH:18]=[CH:17]2)(=[O:9])=[O:10], predict the reactants needed to synthesize it. The reactants are: [Cl:1][C:2]1[CH:7]=[CH:6][C:5]([S:8]([NH:11][C:12]2[CH:13]=[CH:14][C:15]([C:22]([F:25])([F:24])[F:23])=[C:16]3[C:21]=2[N:20]=[CH:19][CH:18]=[CH:17]3)(=[O:10])=[O:9])=[C:4]([N+:26]([O-])=O)[CH:3]=1.Cl[Sn]Cl.